This data is from NCI-60 drug combinations with 297,098 pairs across 59 cell lines. The task is: Regression. Given two drug SMILES strings and cell line genomic features, predict the synergy score measuring deviation from expected non-interaction effect. (1) Drug 1: C1=NC(=NC(=O)N1C2C(C(C(O2)CO)O)O)N. Drug 2: N.N.Cl[Pt+2]Cl. Cell line: MALME-3M. Synergy scores: CSS=69.0, Synergy_ZIP=-6.09, Synergy_Bliss=-4.14, Synergy_Loewe=-0.0439, Synergy_HSA=0.729. (2) Drug 1: CCC1=CC2CC(C3=C(CN(C2)C1)C4=CC=CC=C4N3)(C5=C(C=C6C(=C5)C78CCN9C7C(C=CC9)(C(C(C8N6C)(C(=O)OC)O)OC(=O)C)CC)OC)C(=O)OC.C(C(C(=O)O)O)(C(=O)O)O. Drug 2: CC1=C(C=C(C=C1)C(=O)NC2=CC(=CC(=C2)C(F)(F)F)N3C=C(N=C3)C)NC4=NC=CC(=N4)C5=CN=CC=C5. Cell line: MCF7. Synergy scores: CSS=30.7, Synergy_ZIP=2.84, Synergy_Bliss=5.71, Synergy_Loewe=-11.6, Synergy_HSA=5.46. (3) Drug 1: COC1=C2C(=CC3=C1OC=C3)C=CC(=O)O2. Drug 2: C1CCC(C(C1)N)N.C(=O)(C(=O)[O-])[O-].[Pt+4]. Cell line: MALME-3M. Synergy scores: CSS=4.03, Synergy_ZIP=-4.26, Synergy_Bliss=-5.99, Synergy_Loewe=-30.4, Synergy_HSA=-8.50. (4) Drug 1: CC1=CC2C(CCC3(C2CCC3(C(=O)C)OC(=O)C)C)C4(C1=CC(=O)CC4)C. Drug 2: C(CN)CNCCSP(=O)(O)O. Cell line: RXF 393. Synergy scores: CSS=-2.79, Synergy_ZIP=2.50, Synergy_Bliss=3.16, Synergy_Loewe=-2.17, Synergy_HSA=-1.82. (5) Cell line: NCI/ADR-RES. Synergy scores: CSS=0.625, Synergy_ZIP=-0.217, Synergy_Bliss=-2.01, Synergy_Loewe=-1.49, Synergy_HSA=-3.67. Drug 1: CC1=C2C(C(=O)C3(C(CC4C(C3C(C(C2(C)C)(CC1OC(=O)C(C(C5=CC=CC=C5)NC(=O)C6=CC=CC=C6)O)O)OC(=O)C7=CC=CC=C7)(CO4)OC(=O)C)O)C)OC(=O)C. Drug 2: CN(C(=O)NC(C=O)C(C(C(CO)O)O)O)N=O. (6) Drug 1: CNC(=O)C1=NC=CC(=C1)OC2=CC=C(C=C2)NC(=O)NC3=CC(=C(C=C3)Cl)C(F)(F)F. Drug 2: CN1C2=C(C=C(C=C2)N(CCCl)CCCl)N=C1CCCC(=O)O.Cl. Cell line: SR. Synergy scores: CSS=6.56, Synergy_ZIP=7.30, Synergy_Bliss=5.11, Synergy_Loewe=2.89, Synergy_HSA=2.81.